From a dataset of Reaction yield outcomes from USPTO patents with 853,638 reactions. Predict the reaction yield, written as a fraction of the theoretical maximum amount of product (1.0 means a 100% yield; for example, 0.34 means a 34% yield). (1) The reactants are O[CH2:2][CH:3]1[CH2:12][CH2:11][C:10]2[C:5](=[CH:6][CH:7]=[CH:8][CH:9]=2)[CH2:4]1.P(Br)(Br)[Br:14]. The catalyst is C(Cl)Cl. The product is [Br:14][CH2:2][CH:3]1[CH2:12][CH2:11][C:10]2[C:5](=[CH:6][CH:7]=[CH:8][CH:9]=2)[CH2:4]1. The yield is 0.416. (2) The reactants are [CH3:1][C:2]1[CH:7]=[CH:6][CH:5]=[CH:4][C:3]=1[NH:8][C:9](=[O:21])[NH:10][C:11]1[CH:16]=[CH:15][C:14]([CH2:17][C:18]([OH:20])=O)=[CH:13][CH:12]=1.[NH:22]1[CH2:26][CH2:25][CH2:24][C@H:23]1[CH2:27][O:28][C:29]1[CH:38]=[CH:37][C:32]([C:33]([O:35][CH3:36])=[O:34])=[CH:31][C:30]=1[C:39]([O:41][CH3:42])=[O:40].CCN(CC)CC. The catalyst is CN(C=O)C.CCOC(C)=O. The product is [CH3:1][C:2]1[CH:7]=[CH:6][CH:5]=[CH:4][C:3]=1[NH:8][C:9](=[O:21])[NH:10][C:11]1[CH:12]=[CH:13][C:14]([CH2:17][C:18]([N:22]2[CH2:26][CH2:25][CH2:24][CH:23]2[CH2:27][O:28][C:29]2[CH:38]=[CH:37][C:32]([C:33]([O:35][CH3:36])=[O:34])=[CH:31][C:30]=2[C:39]([O:41][CH3:42])=[O:40])=[O:20])=[CH:15][CH:16]=1. The yield is 0.550. (3) The catalyst is O.[Cu](Cl)Cl. The reactants are N[C:2]1[C:3]([Cl:9])=[N:4][CH:5]=[C:6]([Br:8])[CH:7]=1.[Na].[ClH:11].[S:12](=[O:14])=[O:13].C(O)(=O)C.P([O-])([O-])(O)=O.[K+].[K+].[OH-].[Na+]. The product is [Br:8][C:6]1[CH:7]=[C:2]([S:12]([Cl:11])(=[O:14])=[O:13])[C:3]([Cl:9])=[N:4][CH:5]=1. The yield is 0.630. (4) The catalyst is C1COCC1. The reactants are [Cl:1][C:2]1[CH:10]=[CH:9][CH:8]=[C:7]([Cl:11])[C:3]=1[C:4](Cl)=[O:5].[OH:12][C:13]1[CH:14]=[C:15]([B:19]([OH:21])[OH:20])[CH:16]=[CH:17][CH:18]=1.C(N(CC)CC)C. The product is [Cl:1][C:2]1[CH:10]=[CH:9][CH:8]=[C:7]([Cl:11])[C:3]=1[C:4]([O:12][C:13]1[CH:14]=[C:15]([B:19]([OH:21])[OH:20])[CH:16]=[CH:17][CH:18]=1)=[O:5]. The yield is 0.810. (5) The reactants are C[O:2][C:3](=[O:14])[CH:4]=[C:5]1[CH2:11][CH:10]2[N:12]([CH3:13])[CH:7]([CH2:8][CH2:9]2)[CH2:6]1.[S:15]1[CH:19]=[CH:18][CH:17]=[C:16]1[Li]. The catalyst is C1COCC1.[NH4+].[Cl-]. The product is [NH4+:12].[OH-:2].[CH3:13][N:12]1[CH:7]2[CH2:8][CH2:9][CH:10]1[CH2:11][C:5](=[CH:4][C:3]([C:16]1[S:15][CH:19]=[CH:18][CH:17]=1)([C:16]1[S:15][CH:19]=[CH:18][CH:17]=1)[OH:14])[CH2:6]2. The yield is 0.0200. (6) The reactants are [Cl:1][C:2]1[CH:21]=[C:20]([C:22]2[CH:23]=[N:24][CH:25]=[CH:26][CH:27]=2)[CH:19]=[CH:18][C:3]=1[CH2:4][C:5]1([CH3:17])[CH2:9][CH2:8][N:7]([CH:10]2[CH2:15][CH2:14][CH2:13][CH2:12][CH2:11]2)[C:6]1=[O:16].[Cl-].[NH4+]. The catalyst is CO. The product is [Cl-:1].[NH4+:7].[Cl:1][C:2]1[CH:21]=[C:20]([C:22]2[CH:23]=[N:24][CH:25]=[CH:26][CH:27]=2)[CH:19]=[CH:18][C:3]=1[CH2:4][C:5]1([CH3:17])[CH2:9][CH2:8][N:7]([CH:10]2[CH2:15][CH2:14][CH2:13][CH2:12][CH2:11]2)[C:6]1=[O:16]. The yield is 0.270.